From a dataset of Full USPTO retrosynthesis dataset with 1.9M reactions from patents (1976-2016). Predict the reactants needed to synthesize the given product. (1) The reactants are: [CH3:1][C:2]1[C:10]2[C:5](=[N:6][CH:7]=[C:8]([C:17]3[CH:22]=[CH:21][CH:20]=[CH:19][CH:18]=3)[C:9]=2[N:11]2[CH2:16][CH2:15][NH:14][CH2:13][CH2:12]2)[NH:4][CH:3]=1.[C:23]([O:27][C:28]([NH:30][C@H:31]([CH2:35][C:36]1[CH:41]=[CH:40][C:39]([Cl:42])=[CH:38][CH:37]=1)[C:32](O)=[O:33])=[O:29])([CH3:26])([CH3:25])[CH3:24].C1C=CC2N(O)N=NC=2C=1.O.CCN=C=NCCCN(C)C.CCN(C(C)C)C(C)C.C([O-])([O-])=O.[Na+].[Na+]. Given the product [Cl:42][C:39]1[CH:40]=[CH:41][C:36]([CH2:35][C@@H:31]([NH:30][C:28](=[O:29])[O:27][C:23]([CH3:25])([CH3:24])[CH3:26])[C:32]([N:14]2[CH2:13][CH2:12][N:11]([C:9]3[C:8]([C:17]4[CH:18]=[CH:19][CH:20]=[CH:21][CH:22]=4)=[CH:7][N:6]=[C:5]4[NH:4][CH:3]=[C:2]([CH3:1])[C:10]=34)[CH2:16][CH2:15]2)=[O:33])=[CH:37][CH:38]=1, predict the reactants needed to synthesize it. (2) Given the product [O:1]1[C:5]2[CH:6]=[CH:7][C:8]([C:10]3[S:11][CH:12]=[C:13]([C:15]([NH:29][C:27]4[NH:26][C:25]5[CH:30]=[C:21]([O:20][C:19]([F:32])([F:18])[F:31])[CH:22]=[CH:23][C:24]=5[N:28]=4)=[O:17])[N:14]=3)=[CH:9][C:4]=2[CH2:3][CH2:2]1, predict the reactants needed to synthesize it. The reactants are: [O:1]1[C:5]2[CH:6]=[CH:7][C:8]([C:10]3[S:11][CH:12]=[C:13]([C:15]([OH:17])=O)[N:14]=3)=[CH:9][C:4]=2[CH2:3][CH2:2]1.[F:18][C:19]([F:32])([F:31])[O:20][C:21]1[CH:22]=[CH:23][C:24]2[N:28]=[C:27]([NH2:29])[NH:26][C:25]=2[CH:30]=1.F[P-](F)(F)(F)(F)F.N1(OC(N(C)C)=[N+](C)C)C2C=CC=CC=2N=N1.C(N(CC)C(C)C)(C)C. (3) Given the product [C:1]([O:5][C:6](=[O:7])[N:8]([CH2:9][CH2:10][C@H:11]1[CH2:16][CH2:15][C@H:14]([CH2:17][C:24]#[N:25])[CH2:13][CH2:12]1)[CH3:23])([CH3:4])([CH3:3])[CH3:2], predict the reactants needed to synthesize it. The reactants are: [C:1]([O:5][C:6]([N:8]([CH3:23])[CH2:9][CH2:10][C@H:11]1[CH2:16][CH2:15][C@H:14]([CH2:17]OS(C)(=O)=O)[CH2:13][CH2:12]1)=[O:7])([CH3:4])([CH3:3])[CH3:2].[C-:24]#[N:25].[Na+]. (4) Given the product [CH2:6]([O:5][C:3](=[O:4])[C:2]([C:11]1[CH:21]=[CH:20][C:14]([C:15]([O:17][CH2:18][CH3:19])=[O:16])=[CH:13][CH:12]=1)([F:9])[F:8])[CH3:7], predict the reactants needed to synthesize it. The reactants are: Br[C:2]([F:9])([F:8])[C:3]([O:5][CH2:6][CH3:7])=[O:4].I[C:11]1[CH:21]=[CH:20][C:14]([C:15]([O:17][CH2:18][CH3:19])=[O:16])=[CH:13][CH:12]=1.[Cl-].[NH4+]. (5) Given the product [Br:19][C:18]1[C:12]2[O:11][CH2:10][CH2:9][N:8]([C:35]([O:37][C:38]([CH3:39])([CH3:40])[CH3:41])=[O:36])[CH2:14][C:13]=2[CH:15]=[CH:16][CH:17]=1, predict the reactants needed to synthesize it. The reactants are: C([N:8]1[CH2:14][C:13]2[CH:15]=[CH:16][CH:17]=[C:18]([Br:19])[C:12]=2[O:11][CH2:10][CH2:9]1)C1C=CC=CC=1.ClC(OC(Cl)C)=O.[C:35](O[C:35]([O:37][C:38]([CH3:41])([CH3:40])[CH3:39])=[O:36])([O:37][C:38]([CH3:41])([CH3:40])[CH3:39])=[O:36].O. (6) The reactants are: FC(F)(F)C(O)=O.[CH3:8][O:9][C:10]1[CH:11]=[C:12]2[C:17](=[CH:18][C:19]=1[O:20][CH3:21])[N:16]=[CH:15][N:14]=[C:13]2[N:22]1[CH2:27][CH2:26][NH:25][CH:24]([C:28]2[CH:33]=[CH:32][CH:31]=[CH:30][CH:29]=2)[CH2:23]1. Given the product [CH3:8][O:9][C:10]1[CH:11]=[C:12]2[C:17](=[CH:18][C:19]=1[O:20][CH3:21])[N:16]=[CH:15][N:14]=[C:13]2[N:22]1[CH2:27][CH2:26][NH:25][CH:24]([C:28]2[CH:33]=[CH:32][CH:31]=[CH:30][CH:29]=2)[CH2:23]1, predict the reactants needed to synthesize it. (7) The reactants are: [CH3:1][O:2][C:3](=[O:11])[C:4]([CH3:10])([CH3:9])[CH2:5][C:6](O)=[O:7].[Li][CH3:13]. Given the product [CH3:9][C:4]([CH3:10])([CH2:5][C:6](=[O:7])[CH3:13])[C:3]([O:2][CH3:1])=[O:11], predict the reactants needed to synthesize it.